From a dataset of Full USPTO retrosynthesis dataset with 1.9M reactions from patents (1976-2016). Predict the reactants needed to synthesize the given product. (1) Given the product [C:25]([O:24][C:22]([C:18]1[C:17]([CH3:29])=[C:16]2[C:21](=[CH:20][CH:19]=1)[CH:13]([N:12]([CH2:30][C:31]([O:33][C:34]([CH3:36])([CH3:35])[CH3:37])=[O:32])[CH2:11][C:9]1[CH:10]=[C:5]([C:3](=[O:2])[NH:43][CH2:42][C:41]3[CH:44]=[CH:45][C:46]([F:47])=[C:39]([CH3:38])[CH:40]=3)[N:6]=[CH:7][N:8]=1)[CH2:14][CH2:15]2)=[O:23])([CH3:26])([CH3:27])[CH3:28], predict the reactants needed to synthesize it. The reactants are: C[O:2][C:3]([C:5]1[CH:10]=[C:9]([CH2:11][N:12]([CH2:30][C:31]([O:33][C:34]([CH3:37])([CH3:36])[CH3:35])=[O:32])[CH:13]2[C:21]3[C:16](=[C:17]([CH3:29])[C:18]([C:22]([O:24][C:25]([CH3:28])([CH3:27])[CH3:26])=[O:23])=[CH:19][CH:20]=3)[CH2:15][CH2:14]2)[N:8]=[CH:7][N:6]=1)=O.[CH3:38][C:39]1[CH:40]=[C:41]([CH:44]=[CH:45][C:46]=1[F:47])[CH2:42][NH2:43]. (2) Given the product [CH2:5]([O:7][C:8]([C:9]1[CH:10]=[C:11]([C:13]2[N:17]=[C:16]([S:18][C:19]3[CH:24]=[CH:23][CH:22]=[CH:21][CH:20]=3)[N:15]([CH3:25])[N:14]=2)[N:28]([C:30]2[CH:35]=[N:34][C:33]([O:36][CH3:37])=[CH:32][CH:31]=2)[N:29]=1)=[O:27])[CH3:6], predict the reactants needed to synthesize it. The reactants are: Cl.C(O)C.[CH2:5]([O:7][C:8](=[O:27])[C:9](=O)[CH2:10][C:11]([C:13]1[N:17]=[C:16]([S:18][C:19]2[CH:24]=[CH:23][CH:22]=[CH:21][CH:20]=2)[N:15]([CH3:25])[N:14]=1)=O)[CH3:6].[NH:28]([C:30]1[CH:31]=[CH:32][C:33]([O:36][CH3:37])=[N:34][CH:35]=1)[NH2:29].O. (3) Given the product [OH:29][CH:28]([CH:19]([OH:18])[CH:24]([OH:25])[CH:23]([OH:26])[CH2:22][OH:21])[C:1]([NH:7][CH2:8][CH2:9][O:10][CH2:11][CH2:12][O:13][CH2:14][C:15]([OH:17])=[O:16])=[O:2], predict the reactants needed to synthesize it. The reactants are: [C:1](=O)([O-])[O-:2].[Na+].[Na+].[NH2:7][CH2:8][CH2:9][O:10][CH2:11][CH2:12][O:13][CH2:14][C:15]([OH:17])=[O:16].[OH:18][C:19]1([CH2:28][OH:29])[CH:24]([OH:25])[CH:23]([OH:26])[CH2:22][O:21]C1=O. (4) Given the product [N:3]1([CH2:8][C:9]([CH2:16][O:17][CH2:18][CH2:19][CH2:20][CH2:21][CH2:22][CH2:23][CH2:24][CH2:25][CH2:26][CH2:27][CH2:28][CH2:29][CH2:30][CH3:31])([CH2:32][O:33][CH2:34][CH2:35][CH2:36][CH2:37][CH2:38][CH2:39][CH2:40][CH2:41][CH2:42][CH2:43][CH2:44][CH2:45][CH2:46][CH3:47])[CH2:10][N:11]2[CH2:15][CH2:14][CH2:13][CH2:12]2)[CH2:4][CH2:5][CH2:6][CH2:7]1, predict the reactants needed to synthesize it. The reactants are: Cl.Cl.[N:3]1([CH2:8][C:9]([CH2:32][O:33][CH2:34][CH2:35][CH2:36][CH2:37][CH2:38][CH2:39][CH2:40][CH2:41][CH2:42][CH2:43][CH2:44][CH2:45][CH2:46][CH3:47])([CH2:16][O:17][CH2:18][CH2:19][CH2:20][CH2:21][CH2:22][CH2:23][CH2:24][CH2:25][CH2:26][CH2:27][CH2:28][CH2:29][CH2:30][CH3:31])[CH2:10][N:11]2[CH2:15][CH2:14][CH2:13][CH2:12]2)[CH2:7][CH2:6][CH2:5][CH2:4]1. (5) Given the product [N:18]1([CH2:17][CH2:16][O:15][C:12]2[CH:11]=[CH:10][C:9]([NH:8][C:5]3[N:4]=[C:3]([NH:23][C:25]4[CH:33]=[CH:32][C:31]([CH3:34])=[C:30]5[C:26]=4[CH:27]=[CH:28][NH:29]5)[C:2]([CH3:1])=[CH:7][N:6]=3)=[CH:14][CH:13]=2)[CH2:22][CH2:21][CH2:20][CH2:19]1, predict the reactants needed to synthesize it. The reactants are: [CH3:1][C:2]1[C:3]([NH2:23])=[N:4][C:5]([NH:8][C:9]2[CH:14]=[CH:13][C:12]([O:15][CH2:16][CH2:17][N:18]3[CH2:22][CH2:21][CH2:20][CH2:19]3)=[CH:11][CH:10]=2)=[N:6][CH:7]=1.Br[C:25]1[CH:33]=[CH:32][C:31]([CH3:34])=[C:30]2[C:26]=1[CH:27]=[CH:28][NH:29]2.CC1(C)C2C(=C(P(C3C=CC=CC=3)C3C=CC=CC=3)C=CC=2)OC2C(P(C3C=CC=CC=3)C3C=CC=CC=3)=CC=CC1=2.C(=O)([O-])[O-].[Cs+].[Cs+]. (6) Given the product [F:1][C:2]1[CH:7]=[C:6]([N+:8]([O-:10])=[O:9])[CH:5]=[CH:4][C:3]=1[N:11]([CH3:31])[C:12]1[C:13]2[CH:20]=[CH:19][N:18]([CH2:21][O:22][CH2:23][CH2:24][Si:25]([CH3:28])([CH3:27])[CH3:26])[C:14]=2[N:15]=[CH:16][CH:17]=1, predict the reactants needed to synthesize it. The reactants are: [F:1][C:2]1[CH:7]=[C:6]([N+:8]([O-:10])=[O:9])[CH:5]=[CH:4][C:3]=1[NH:11][C:12]1[C:13]2[CH:20]=[CH:19][N:18]([CH2:21][O:22][CH2:23][CH2:24][Si:25]([CH3:28])([CH3:27])[CH3:26])[C:14]=2[N:15]=[CH:16][CH:17]=1.[H-].[Na+].[CH3:31]I.O.